This data is from Forward reaction prediction with 1.9M reactions from USPTO patents (1976-2016). The task is: Predict the product of the given reaction. (1) Given the reactants [Cl:1][C:2]1[CH:7]=[C:6]([Cl:8])[CH:5]=[CH:4][C:3]=1[C:9]1[N:10]=[C:11](/[CH:16]=[CH:17]/[C:18]2[CH:23]=[CH:22][C:21]([C:24]3[CH:29]=[CH:28][C:27]([OH:30])=[CH:26][CH:25]=3)=[CH:20][CH:19]=2)[N:12]([CH2:14][CH3:15])[CH:13]=1.I[C:32]1[CH:39]=[CH:38][C:35]([C:36]#[N:37])=[CH:34][CH:33]=1.[NH:40]1C=N[N:42]=[N:41]1, predict the reaction product. The product is: [Cl:1][C:2]1[CH:7]=[C:6]([Cl:8])[CH:5]=[CH:4][C:3]=1[C:9]1[N:10]=[C:11](/[CH:16]=[CH:17]/[C:18]2[CH:23]=[CH:22][C:21]([C:24]3[CH:25]=[CH:26][C:27]([O:30][C:32]4[CH:39]=[CH:38][C:35]([C:36]5[NH:42][N:41]=[N:40][N:37]=5)=[CH:34][CH:33]=4)=[CH:28][CH:29]=3)=[CH:20][CH:19]=2)[N:12]([CH2:14][CH3:15])[CH:13]=1. (2) Given the reactants [Cl:1][C:2]1[CH:3]=[C:4]2[NH:22][C:21]([O:23][C@H:24]3[C@H:28]4[O:29][CH2:30][C@@H:31]([OH:32])[C@H:27]4[O:26][CH2:25]3)=[N:20][C:5]2=[N:6][C:7]=1[C:8]1[CH:13]=[CH:12][C:11]([C:14]2[CH:19]=[CH:18][CH:17]=[CH:16][CH:15]=2)=[CH:10][CH:9]=1.CC(OI1(OC(C)=O)(OC(C)=O)OC(=O)C2C=CC=CC1=2)=O.S([O-])([O-])(=O)=S.[Na+].[Na+].[OH-].[Na+].C([O-])(O)=O.[Na+], predict the reaction product. The product is: [Cl:1][C:2]1[CH:3]=[C:4]2[NH:22][C:21]([O:23][C@@H:24]3[CH2:25][O:26][C@@H:27]4[C:31](=[O:32])[CH2:30][O:29][C@H:28]34)=[N:20][C:5]2=[N:6][C:7]=1[C:8]1[CH:13]=[CH:12][C:11]([C:14]2[CH:15]=[CH:16][CH:17]=[CH:18][CH:19]=2)=[CH:10][CH:9]=1.